This data is from NCI-60 drug combinations with 297,098 pairs across 59 cell lines. The task is: Regression. Given two drug SMILES strings and cell line genomic features, predict the synergy score measuring deviation from expected non-interaction effect. (1) Drug 1: CC1=C(C=C(C=C1)NC2=NC=CC(=N2)N(C)C3=CC4=NN(C(=C4C=C3)C)C)S(=O)(=O)N.Cl. Drug 2: CC1CCC2CC(C(=CC=CC=CC(CC(C(=O)C(C(C(=CC(C(=O)CC(OC(=O)C3CCCCN3C(=O)C(=O)C1(O2)O)C(C)CC4CCC(C(C4)OC)OCCO)C)C)O)OC)C)C)C)OC. Cell line: SR. Synergy scores: CSS=22.6, Synergy_ZIP=-7.47, Synergy_Bliss=-15.9, Synergy_Loewe=-28.1, Synergy_HSA=-13.5. (2) Drug 1: CCC1(CC2CC(C3=C(CCN(C2)C1)C4=CC=CC=C4N3)(C5=C(C=C6C(=C5)C78CCN9C7C(C=CC9)(C(C(C8N6C=O)(C(=O)OC)O)OC(=O)C)CC)OC)C(=O)OC)O.OS(=O)(=O)O. Drug 2: CC1=C(C(CCC1)(C)C)C=CC(=CC=CC(=CC(=O)O)C)C. Cell line: A549. Synergy scores: CSS=23.2, Synergy_ZIP=-7.87, Synergy_Bliss=-7.12, Synergy_Loewe=-2.10, Synergy_HSA=-0.880. (3) Synergy scores: CSS=-4.06, Synergy_ZIP=3.12, Synergy_Bliss=3.70, Synergy_Loewe=-5.40, Synergy_HSA=-3.76. Drug 2: COC1=NC(=NC2=C1N=CN2C3C(C(C(O3)CO)O)O)N. Cell line: SK-OV-3. Drug 1: C1=CC(=CC=C1C#N)C(C2=CC=C(C=C2)C#N)N3C=NC=N3. (4) Drug 1: CCC1(CC2CC(C3=C(CCN(C2)C1)C4=CC=CC=C4N3)(C5=C(C=C6C(=C5)C78CCN9C7C(C=CC9)(C(C(C8N6C=O)(C(=O)OC)O)OC(=O)C)CC)OC)C(=O)OC)O.OS(=O)(=O)O. Drug 2: C(CCl)NC(=O)N(CCCl)N=O. Cell line: KM12. Synergy scores: CSS=4.97, Synergy_ZIP=-7.80, Synergy_Bliss=-8.08, Synergy_Loewe=-26.5, Synergy_HSA=-11.4.